This data is from Reaction yield outcomes from USPTO patents with 853,638 reactions. The task is: Predict the reaction yield, written as a fraction of the theoretical maximum amount of product (1.0 means a 100% yield; for example, 0.34 means a 34% yield). The reactants are [F:1][C:2]1[CH:7]=[CH:6][C:5]([NH:8][C:9]2[CH:16]=[CH:15][C:14]([C:17]([F:20])([F:19])[F:18])=[CH:13][C:10]=2[C:11]#[N:12])=[C:4]([N+:21]([O-])=O)[CH:3]=1.[Sn](Cl)[Cl:25]. The catalyst is C(O)C.Cl. The product is [ClH:25].[F:1][C:2]1[CH:7]=[CH:6][C:5]2[NH:8][C:9]3[CH:16]=[CH:15][C:14]([C:17]([F:20])([F:19])[F:18])=[CH:13][C:10]=3[C:11]([NH2:12])=[N:21][C:4]=2[CH:3]=1. The yield is 0.220.